This data is from Full USPTO retrosynthesis dataset with 1.9M reactions from patents (1976-2016). The task is: Predict the reactants needed to synthesize the given product. (1) Given the product [CH2:2]([C:1]1[NH:6][C:7]2[C:8]([CH3:20])=[CH:9][C:10]([C:11]([OH:13])=[O:12])=[CH:15][C:16]=2[N:17]=1)[CH2:3][CH3:4], predict the reactants needed to synthesize it. The reactants are: [C:1]([NH:6][C:7]1[C:16]([N+:17]([O-])=O)=[CH:15][C:10]([C:11]([O:13]C)=[O:12])=[CH:9][C:8]=1[CH3:20])(=O)[CH2:2][CH2:3][CH3:4].[H][H].[OH-].[Na+].Cl. (2) Given the product [Cl:46][CH2:47][C:48]1[O:43][N:42]=[C:2]([C:3]2[CH:4]=[CH:5][C:6]([CH3:41])=[C:7]([N:9]([CH2:26][C:27]([N:29]([N:31]3[CH2:39][C:38]4[C:33](=[CH:34][CH:35]=[C:36]([F:40])[CH:37]=4)[CH2:32]3)[CH3:30])=[O:28])[CH2:10][C:11]([NH:13][CH2:14][CH2:15][N:16]([C:19]([O:21][C:22]([CH3:25])([CH3:23])[CH3:24])=[O:20])[CH2:17][CH3:18])=[O:12])[CH:8]=2)[N:1]=1, predict the reactants needed to synthesize it. The reactants are: [NH2:1][C:2](=[N:42][OH:43])[C:3]1[CH:4]=[CH:5][C:6]([CH3:41])=[C:7]([N:9]([CH2:26][C:27]([N:29]([N:31]2[CH2:39][C:38]3[C:33](=[CH:34][CH:35]=[C:36]([F:40])[CH:37]=3)[CH2:32]2)[CH3:30])=[O:28])[CH2:10][C:11]([NH:13][CH2:14][CH2:15][N:16]([C:19]([O:21][C:22]([CH3:25])([CH3:24])[CH3:23])=[O:20])[CH2:17][CH3:18])=[O:12])[CH:8]=1.[O-2].[Mg+2].[Cl:46][CH2:47][C:48](Cl)=O. (3) Given the product [CH3:10][O:11][C:12]1[CH:17]=[CH:16][C:15]([C:18]2[CH:23]=[CH:22][N:21]=[CH:20][CH:19]=2)=[CH:14][C:13]=1[C:2]1[CH:3]=[CH:4][CH:7]=[CH:8][CH:9]=1, predict the reactants needed to synthesize it. The reactants are: Br[C:2]1[CH:3]=[C:4]([CH:7]=[CH:8][CH:9]=1)C#N.[CH3:10][O:11][C:12]1[CH:17]=[CH:16][C:15]([C:18]2[CH:23]=[CH:22][N:21]=[CH:20][CH:19]=2)=[CH:14][C:13]=1B(O)O.C1(C)C=CC=CC=1P(C1C=CC=CC=1C)C1C=CC=CC=1C.C(=O)([O-])[O-].[Na+].[Na+]. (4) Given the product [S:27]1[CH:28]=[CH:29][CH:30]=[C:26]1[CH2:25][C:24]1[C:3]2[C:4](=[O:23])[N:5]([C:12]3[CH:17]=[CH:16][CH:15]=[C:14]([O:18][C:19]([F:20])([F:21])[F:22])[CH:13]=3)[C:6]3[N:7]=[CH:8][CH:9]=[CH:10][C:11]=3[C:2]=2[NH:34][N:33]=1, predict the reactants needed to synthesize it. The reactants are: O[C:2]1[C:11]2[C:6](=[N:7][CH:8]=[CH:9][CH:10]=2)[N:5]([C:12]2[CH:17]=[CH:16][CH:15]=[C:14]([O:18][C:19]([F:22])([F:21])[F:20])[CH:13]=2)[C:4](=[O:23])[C:3]=1[C:24](=O)[CH2:25][C:26]1[S:27][CH:28]=[CH:29][CH:30]=1.O.[NH2:33][NH2:34].C(=O)([O-])O.[Na+]. (5) Given the product [ClH:1].[ClH:36].[NH2:24][CH2:23][CH2:22][N:21]1[C:14]2[C:13]([NH:12][C:9]3[CH:10]=[CH:11][C:6]([O:5][C:4]4[CH:33]=[CH:34][CH:35]=[C:2]([Cl:1])[CH:3]=4)=[C:7]([CH3:32])[CH:8]=3)=[N:18][CH:17]=[N:16][C:15]=2[CH:19]=[CH:20]1, predict the reactants needed to synthesize it. The reactants are: [Cl:1][C:2]1[CH:3]=[C:4]([CH:33]=[CH:34][CH:35]=1)[O:5][C:6]1[CH:11]=[CH:10][C:9]([NH:12][C:13]2[C:14]3[N:21]([CH2:22][CH2:23][NH:24]C(=O)OC(C)(C)C)[CH:20]=[CH:19][C:15]=3[N:16]=[CH:17][N:18]=2)=[CH:8][C:7]=1[CH3:32].[ClH:36]. (6) Given the product [Cl:1][C:2]1[CH:16]=[CH:15][C:5]([O:6][CH2:7][C:8]([OH:10])=[O:9])=[C:4]([C:17]2[CH:22]=[N:21][C:20]([NH:31][CH3:30])=[N:19][CH:18]=2)[CH:3]=1, predict the reactants needed to synthesize it. The reactants are: [Cl:1][C:2]1[CH:16]=[CH:15][C:5]([O:6][CH2:7][C:8]([O:10]C(C)(C)C)=[O:9])=[C:4]([C:17]2[CH:18]=[N:19][C:20](S(CCC)(=O)=O)=[N:21][CH:22]=2)[CH:3]=1.Cl.[CH3:30][NH2:31]. (7) Given the product [CH:23]1([NH:28][C:17]([C:16]2[CH:20]=[C:12]([C@@H:10]3[CH2:11][C@H:9]3[NH:8][C:6](=[O:7])[O:5][C:1]([CH3:2])([CH3:3])[CH3:4])[CH:13]=[CH:14][C:15]=2[O:21][CH3:22])=[O:18])[CH2:27][CH2:26][CH2:25][CH2:24]1, predict the reactants needed to synthesize it. The reactants are: [C:1]([O:5][C:6]([NH:8][C@@H:9]1[CH2:11][C@H:10]1[C:12]1[CH:13]=[CH:14][C:15]([O:21][CH3:22])=[C:16]([CH:20]=1)[C:17](O)=[O:18])=[O:7])([CH3:4])([CH3:3])[CH3:2].[CH:23]1([NH2:28])[CH2:27][CH2:26][CH2:25][CH2:24]1.C(N(CC)CC)C.F[P-](F)(F)(F)(F)F.N1(OC(N(C)C)=[N+](C)C)C2N=CC=CC=2N=N1.